This data is from Reaction yield outcomes from USPTO patents with 853,638 reactions. The task is: Predict the reaction yield, written as a fraction of the theoretical maximum amount of product (1.0 means a 100% yield; for example, 0.34 means a 34% yield). The reactants are ClS([N:5]=[C:6]=[O:7])(=O)=O.FC(F)(F)C(O)=O.[NH2:15][C:16]1[S:20][C:19]2[C:21]3[C:26]([CH2:27][C:18]=2[C:17]=1[C:28]([NH2:30])=[O:29])=[CH:25][CH:24]=[CH:23][CH:22]=3.O. The catalyst is ClCCl. The product is [NH:15]([C:16]1[S:20][C:19]2[C:21]3[C:26]([CH2:27][C:18]=2[C:17]=1[C:28]([NH2:30])=[O:29])=[CH:25][CH:24]=[CH:23][CH:22]=3)[C:6]([NH2:5])=[O:7]. The yield is 0.435.